From a dataset of Forward reaction prediction with 1.9M reactions from USPTO patents (1976-2016). Predict the product of the given reaction. Given the reactants [NH2:1][C:2]1[CH:7]=[CH:6][C:5]([Br:8])=[CH:4][N:3]=1.Br[CH2:10][C:11](=O)[C:12]([O:14][CH2:15][CH3:16])=[O:13], predict the reaction product. The product is: [Br:8][C:5]1[CH:6]=[CH:7][C:2]2[N:3]([CH:10]=[C:11]([C:12]([O:14][CH2:15][CH3:16])=[O:13])[N:1]=2)[CH:4]=1.